Dataset: Forward reaction prediction with 1.9M reactions from USPTO patents (1976-2016). Task: Predict the product of the given reaction. Given the reactants [F:1][C:2]1[CH:7]=[CH:6][C:5]([C:8]2([CH3:39])[CH:17]([CH2:18][CH2:19][CH2:20][CH2:21][CH2:22][CH2:23][CH2:24][CH2:25][CH2:26][S:27][CH2:28][CH2:29][CH2:30][C:31]([F:37])([F:36])[C:32]([F:35])([F:34])[F:33])[C:16]3[C:11](=[CH:12][C:13]([OH:38])=[CH:14][CH:15]=3)[S:10][CH2:9]2)=[CH:4][CH:3]=1.O.CCCCCC.C(OCC)(=[O:49])C, predict the reaction product. The product is: [F:1][C:2]1[CH:7]=[CH:6][C:5]([C:8]2([CH3:39])[CH:17]([CH2:18][CH2:19][CH2:20][CH2:21][CH2:22][CH2:23][CH2:24][CH2:25][CH2:26][S:27]([CH2:28][CH2:29][CH2:30][C:31]([F:37])([F:36])[C:32]([F:33])([F:34])[F:35])=[O:49])[C:16]3[C:11](=[CH:12][C:13]([OH:38])=[CH:14][CH:15]=3)[S:10][CH2:9]2)=[CH:4][CH:3]=1.